This data is from Reaction yield outcomes from USPTO patents with 853,638 reactions. The task is: Predict the reaction yield, written as a fraction of the theoretical maximum amount of product (1.0 means a 100% yield; for example, 0.34 means a 34% yield). (1) The reactants are C(O[C:4](=[O:21])[C:5](=[C:11]([S:19][CH3:20])[NH:12][C:13]1[CH:18]=[CH:17][CH:16]=[CH:15][CH:14]=1)[C:6]([O:8][CH2:9][CH3:10])=[O:7])C. The catalyst is ClC1C=CC=CC=1Cl. The product is [CH2:9]([O:8][C:6]([C:5]1[C:11]([S:19][CH3:20])=[N:12][C:13]2[C:14]([C:4]=1[OH:21])=[CH:15][CH:16]=[CH:17][CH:18]=2)=[O:7])[CH3:10]. The yield is 0.350. (2) The reactants are [CH3:1][N:2]1[C:6]([CH:7]2[O:14][C:11]3([CH2:13][CH2:12]3)[CH2:10][CH:9]([CH3:15])[O:8]2)=[C:5]([N+:16]([O-:18])=[O:17])[CH:4]=[N:3]1.C(=O)([O-])[O-].[Na+].[Na+].C([O-])(O)=O.[Na+]. The catalyst is C(Cl)Cl.[Ti](Cl)(Cl)(Cl)Cl. The product is [CH3:15][CH:9]1[CH2:10][C:11](=[O:14])[CH2:13][CH2:12][CH:7]([C:6]2[N:2]([CH3:1])[N:3]=[CH:4][C:5]=2[N+:16]([O-:18])=[O:17])[O:8]1. The yield is 0.750.